From a dataset of Forward reaction prediction with 1.9M reactions from USPTO patents (1976-2016). Predict the product of the given reaction. Given the reactants CC(C)([O-])C.[K+].C1COCC1.C(O[C:15]([C:17]1([CH3:20])[CH2:19][CH2:18]1)=[O:16])C.[C:21](#[N:23])[CH3:22].[O-]CCCC.O.CC(OC)(C)C.Cl.S([O-])([O-])(=O)=O.[Na+].[Na+], predict the reaction product. The product is: [CH3:20][C:17]1([C:15](=[O:16])[CH2:22][C:21]#[N:23])[CH2:18][CH2:19]1.